This data is from Full USPTO retrosynthesis dataset with 1.9M reactions from patents (1976-2016). The task is: Predict the reactants needed to synthesize the given product. (1) Given the product [Cl:1][C:2]1[CH:3]=[C:4]([CH:5]=[CH:6][CH:7]=1)[C:8]([C:10]1[CH:19]=[CH:18][CH:17]=[C:16]2[C:11]=1[NH:12][CH2:13][CH2:14][N:15]2[C:26]([O:28][CH2:29][C:30]1[CH:35]=[CH:34][CH:33]=[CH:32][CH:31]=1)=[O:27])=[O:9], predict the reactants needed to synthesize it. The reactants are: [Cl:1][C:2]1[CH:3]=[C:4]([C:8]([C:10]2[CH:19]=[CH:18][CH:17]=[C:16]3[C:11]=2[NH:12][CH2:13][CH2:14][NH:15]3)=[O:9])[CH:5]=[CH:6][CH:7]=1.N1C=CC=CC=1.[C:26](Cl)([O:28][CH2:29][C:30]1[CH:35]=[CH:34][CH:33]=[CH:32][CH:31]=1)=[O:27]. (2) Given the product [OH:15][CH2:14][CH2:13][CH:12]([CH3:19])[O:11][C:10]1[CH:20]=[CH:21][C:22]([O:24][C:25]([F:27])([F:28])[F:26])=[CH:23][C:9]=1[C:1]([C:2]1[CH:3]=[CH:4][CH:5]=[CH:6][CH:7]=1)=[O:8], predict the reactants needed to synthesize it. The reactants are: [C:1]([C:9]1[CH:23]=[C:22]([O:24][C:25]([F:28])([F:27])[F:26])[CH:21]=[CH:20][C:10]=1[O:11][CH:12]([CH3:19])[CH2:13][CH2:14][O:15]C(=O)C)(=[O:8])[C:2]1[CH:7]=[CH:6][CH:5]=[CH:4][CH:3]=1.C(=O)([O-])[O-].[K+].[K+]. (3) Given the product [F:1][C:2]1[CH:22]=[C:21]([F:23])[CH:20]=[CH:19][C:3]=1[O:4][C:5]1[CH:6]=[C:7]2[C:11](=[CH:12][C:13]=1[O:14][CH2:43][CH:39]1[O:40][CH2:41][CH2:42][NH:37][CH2:38]1)[N:10]([CH2:15][CH:16]([CH3:18])[CH3:17])[N:9]=[CH:8]2, predict the reactants needed to synthesize it. The reactants are: [F:1][C:2]1[CH:22]=[C:21]([F:23])[CH:20]=[CH:19][C:3]=1[O:4][C:5]1[CH:6]=[C:7]2[C:11](=[CH:12][C:13]=1[OH:14])[N:10]([CH2:15][CH:16]([CH3:18])[CH3:17])[N:9]=[CH:8]2.C([O-])([O-])=O.[Cs+].[Cs+].C(OC([N:37]1[CH2:42][CH2:41][O:40][CH:39]([CH2:43]Br)[CH2:38]1)=O)(C)(C)C. (4) Given the product [CH3:1][O:2][C:3]1[CH:13]=[CH:12][CH:11]=[C:5]2[C:4]=1[CH2:9][NH:8][CH2:6]2, predict the reactants needed to synthesize it. The reactants are: [CH3:1][O:2][C:3]1[CH:13]=[CH:12][CH:11]=[C:5]2[C:6]([NH:8][C:9](=O)[C:4]=12)=O.B.CO.Cl.